This data is from Full USPTO retrosynthesis dataset with 1.9M reactions from patents (1976-2016). The task is: Predict the reactants needed to synthesize the given product. (1) Given the product [CH2:1]([N:8]1[CH:13]2[CH2:14][CH2:15][CH:9]1[CH:10]=[C:11]([C:34]1[CH:35]=[C:30]([CH:31]=[CH:32][CH:33]=1)[C:27]([NH2:28])=[O:29])[CH2:12]2)[C:2]1[CH:3]=[CH:4][CH:5]=[CH:6][CH:7]=1, predict the reactants needed to synthesize it. The reactants are: [CH2:1]([N:8]1[CH:13]2[CH2:14][CH2:15][CH:9]1[CH:10]=[C:11](OS(C1C=CC(C)=CC=1)(=O)=O)[CH2:12]2)[C:2]1[CH:7]=[CH:6][CH:5]=[CH:4][CH:3]=1.[C:27]([C:30]1[CH:31]=[C:32](B(O)O)[CH:33]=[CH:34][CH:35]=1)(=[O:29])[NH2:28].[F-].[Cs+]. (2) Given the product [Cl:38][C:40]1[CH:45]=[CH:44][C:43]([NH:8][C:9](=[O:36])[CH2:10][N:11]2[C:20]3[C:15](=[N:16][C:17]([OH:21])=[CH:18][CH:19]=3)[C:14](=[O:23])[C:13]([C:24]([C:26]3[CH:35]=[CH:34][C:33]4[C:28](=[CH:29][CH:30]=[CH:31][CH:32]=4)[CH:27]=3)=[O:25])=[CH:12]2)=[CH:42][CH:41]=1, predict the reactants needed to synthesize it. The reactants are: ClC1C=C([NH:8][C:9](=[O:36])[CH2:10][N:11]2[C:20]3[C:15](=[N:16][C:17]([O:21]C)=[CH:18][CH:19]=3)[C:14](=[O:23])[C:13]([C:24]([C:26]3[CH:35]=[CH:34][C:33]4[C:28](=[CH:29][CH:30]=[CH:31][CH:32]=4)[CH:27]=3)=[O:25])=[CH:12]2)C=CC=1.[Li+].[Cl-:38].O.[C:40]1(C)[CH:45]=[CH:44][C:43](S(O)(=O)=O)=[CH:42][CH:41]=1.